From a dataset of Full USPTO retrosynthesis dataset with 1.9M reactions from patents (1976-2016). Predict the reactants needed to synthesize the given product. (1) Given the product [F:1][C:2]1[C:7]([F:8])=[CH:6][CH:5]=[CH:4][C:3]=1[C:9]1[N:17]=[C:12]2[CH:13]=[N:14][N:15]([CH2:19][C:20]3[O:24][N:23]=[C:22]([C:25]4[CH:26]=[CH:27][C:28]([C:31]([F:34])([F:32])[F:33])=[CH:29][CH:30]=4)[CH:21]=3)[CH:16]=[C:11]2[N:10]=1, predict the reactants needed to synthesize it. The reactants are: [F:1][C:2]1[C:7]([F:8])=[CH:6][CH:5]=[CH:4][C:3]=1[C:9]1[N:17]=[C:12]2[CH:13]=[N:14][NH:15][CH:16]=[C:11]2[N:10]=1.Cl[CH2:19][C:20]1[O:24][N:23]=[C:22]([C:25]2[CH:30]=[CH:29][C:28]([C:31]([F:34])([F:33])[F:32])=[CH:27][CH:26]=2)[CH:21]=1. (2) Given the product [CH3:1][O:2][C:3]([C@H:5]1[C@@H:11]([C:12]2[CH:17]=[CH:16][C:15]([C:25]3[S:26][CH:27]=[CH:28][N:29]=3)=[CH:14][CH:13]=2)[CH2:10][C@H:9]2[N:22]([CH3:23])[C@@H:6]1[CH2:7][CH2:8]2)=[O:4], predict the reactants needed to synthesize it. The reactants are: [CH3:1][O:2][C:3]([C@H:5]1[CH:11]([C:12]2[CH:17]=[CH:16][C:15]([Sn](C)(C)C)=[CH:14][CH:13]=2)[CH2:10][C@H:9]2[N:22]([CH3:23])[C@@H:6]1[CH2:7][CH2:8]2)=[O:4].Br[C:25]1[S:26][CH:27]=[CH:28][N:29]=1. (3) Given the product [Br:10][C:11]1[CH:12]=[CH:13][C:14]([O:20][CH2:2][C:3]2[CH:8]=[CH:7][C:6]([Cl:9])=[CH:5][CH:4]=2)=[C:15]([CH:19]=1)[C:16]([O:18][CH2:2][C:3]1[CH:8]=[CH:7][C:6]([Cl:9])=[CH:5][CH:4]=1)=[O:17], predict the reactants needed to synthesize it. The reactants are: Br[CH2:2][C:3]1[CH:8]=[CH:7][C:6]([Cl:9])=[CH:5][CH:4]=1.[Br:10][C:11]1[CH:12]=[CH:13][C:14]([OH:20])=[C:15]([CH:19]=1)[C:16]([OH:18])=[O:17].C(=O)([O-])[O-].[K+].[K+]. (4) Given the product [Cl:1][C:2]1[CH:3]=[CH:4][C:5]([C@H:8]2[C@@H:12]([C:13]3[CH:14]=[CH:15][C:16]([Cl:19])=[CH:17][CH:18]=3)[N:11]([C:20]([N:50]3[CH2:51][CH2:52][N:47]([CH2:46][C:45]([NH:44][CH:42]([CH3:43])[CH2:41][O:40][CH3:39])=[O:53])[CH2:48][CH2:49]3)=[O:21])[C:10]([C:23]3[CH:28]=[CH:27][C:26]([C:29]([C:32]#[N:33])([CH3:31])[CH3:30])=[CH:25][C:24]=3[O:34][CH2:35][CH3:36])=[N:9]2)=[CH:6][CH:7]=1, predict the reactants needed to synthesize it. The reactants are: [Cl:1][C:2]1[CH:7]=[CH:6][C:5]([C@H:8]2[C@@H:12]([C:13]3[CH:18]=[CH:17][C:16]([Cl:19])=[CH:15][CH:14]=3)[N:11]([C:20](Cl)=[O:21])[C:10]([C:23]3[CH:28]=[CH:27][C:26]([C:29]([C:32]#[N:33])([CH3:31])[CH3:30])=[CH:25][C:24]=3[O:34][CH2:35][CH3:36])=[N:9]2)=[CH:4][CH:3]=1.Cl.Cl.[CH3:39][O:40][CH2:41][CH:42]([NH:44][C:45](=[O:53])[CH2:46][N:47]1[CH2:52][CH2:51][NH:50][CH2:49][CH2:48]1)[CH3:43]. (5) Given the product [Cl:28][C:29]1[C:30]([C:36]([OH:38])=[O:37])=[N:31][C:32]([C:15]2[CH:14]=[CH:13][C:12]([CH3:26])=[C:11]([C:10]([NH:9][CH2:8][CH:1]3[CH2:2][CH2:3][CH2:4][CH2:5][CH2:6][CH2:7]3)=[O:27])[CH:16]=2)=[CH:33][CH:34]=1, predict the reactants needed to synthesize it. The reactants are: [CH:1]1([CH2:8][NH:9][C:10](=[O:27])[C:11]2[CH:16]=[C:15](B3OC(C)(C)C(C)(C)O3)[CH:14]=[CH:13][C:12]=2[CH3:26])[CH2:7][CH2:6][CH2:5][CH2:4][CH2:3][CH2:2]1.[Cl:28][C:29]1[C:30]([C:36]([O:38]C)=[O:37])=[N:31][C:32](Cl)=[CH:33][CH:34]=1. (6) Given the product [CH:12]1([N:9]2[CH2:10][CH2:11][C:6]([S:20]([C:23]3[CH:24]=[CH:25][C:26]([O:29][CH3:30])=[CH:27][CH:28]=3)(=[O:22])=[O:21])([C:4]([OH:5])=[O:3])[CH2:7][CH2:8]2)[CH2:19][CH2:18][CH2:17][CH2:16][CH2:15][CH2:14][CH2:13]1, predict the reactants needed to synthesize it. The reactants are: C([O:3][C:4]([C:6]1([S:20]([C:23]2[CH:28]=[CH:27][C:26]([O:29][CH3:30])=[CH:25][CH:24]=2)(=[O:22])=[O:21])[CH2:11][CH2:10][N:9]([CH:12]2[CH2:19][CH2:18][CH2:17][CH2:16][CH2:15][CH2:14][CH2:13]2)[CH2:8][CH2:7]1)=[O:5])C.